From a dataset of Reaction yield outcomes from USPTO patents with 853,638 reactions. Predict the reaction yield, written as a fraction of the theoretical maximum amount of product (1.0 means a 100% yield; for example, 0.34 means a 34% yield). (1) The reactants are N([O-])=O.[Na+].Cl.[CH:6]1([C:11]2[CH:12]=[C:13]([CH:15]=[CH:16][CH:17]=2)N)[CH2:10][CH2:9][CH2:8][CH2:7]1.[I-:18].[K+].[OH-].[Na+]. The catalyst is O.Cl. The product is [CH:6]1([C:11]2[CH:17]=[CH:16][CH:15]=[C:13]([I:18])[CH:12]=2)[CH2:10][CH2:9][CH2:8][CH2:7]1. The yield is 0.600. (2) The reactants are I[C:2]1[CH:3]=[CH:4][C:5]2[N:6]([C:8]([CH:11]([CH3:13])[CH3:12])=[N:9][N:10]=2)[CH:7]=1.[OH:14][C:15]1[CH:20]=[CH:19][C:18]([CH2:21][C:22]([O:24]C(C)(C)C)=O)=[CH:17][CH:16]=1.C(=O)([O-])[O-].[Cs+].[Cs+].C[N:36]1CCCC1=O. The catalyst is C(OCC)C.[Cu]Cl. The product is [CH:11]([C:8]1[N:6]2[CH:7]=[C:2]([O:14][C:15]3[CH:20]=[CH:19][C:18]([CH2:21][C:22]([NH2:36])=[O:24])=[CH:17][CH:16]=3)[CH:3]=[CH:4][C:5]2=[N:10][N:9]=1)([CH3:13])[CH3:12]. The yield is 0.0800. (3) The reactants are [CH2:1]([OH:8])[C:2]1[CH:7]=[CH:6][CH:5]=[CH:4][CH:3]=1.[H-].[Na+].[F:11][C:12]1[CH:17]=[CH:16][CH:15]=[C:14](F)[N:13]=1. The catalyst is O1CCCC1.C(OCC)(=O)C. The product is [CH2:1]([O:8][C:14]1[CH:15]=[CH:16][CH:17]=[C:12]([F:11])[N:13]=1)[C:2]1[CH:7]=[CH:6][CH:5]=[CH:4][CH:3]=1. The yield is 0.980.